From a dataset of Catalyst prediction with 721,799 reactions and 888 catalyst types from USPTO. Predict which catalyst facilitates the given reaction. (1) Reactant: [Br:1][C:2]1[CH:3]=[C:4]([CH2:8][OH:9])[CH:5]=[N:6][CH:7]=1.[H-].[Na+].Cl[CH2:13][C:14]([N:16]([CH3:18])[CH3:17])=[O:15]. Product: [Br:1][C:2]1[CH:3]=[C:4]([CH2:8][O:9][CH2:13][C:14]([N:16]([CH3:18])[CH3:17])=[O:15])[CH:5]=[N:6][CH:7]=1. The catalyst class is: 1. (2) Reactant: F[P-](F)(F)(F)(F)F.[N:8]1(O[P+](N(C)C)(N(C)C)N(C)C)[C:12]2C=CC=CC=2N=N1.[CH2:28]([C:35]1[N:39]([CH3:40])[N:38]=[C:37]([CH3:41])[C:36]=1[C:42]([OH:44])=O)[C:29]1[CH:34]=[CH:33][CH:32]=[CH:31][CH:30]=1.[C:45]12(NC)[CH2:54][CH:49]3[CH2:50][CH:51]([CH2:53][CH:47]([CH2:48]3)[CH2:46]1)[CH2:52]2.C1C=CC2N(O)N=NC=2C=1.CCN(C(C)C)C(C)C. Product: [C:45]12([CH2:12][NH:8][C:42]([C:36]3[C:37]([CH3:41])=[N:38][N:39]([CH3:40])[C:35]=3[CH2:28][C:29]3[CH:30]=[CH:31][CH:32]=[CH:33][CH:34]=3)=[O:44])[CH2:46][CH:47]3[CH2:48][CH:49]([CH2:50][CH:51]([CH2:53]3)[CH2:52]1)[CH2:54]2. The catalyst class is: 18. (3) Reactant: [Cl:1][C:2]1[CH:3]=[CH:4][C:5]2[CH:9]=[C:8]([S:10]([N:13]3[CH2:18][CH2:17][N:16]([CH2:19][C:20]4[S:21][C:22]5[CH2:28][CH2:27][CH2:26][C:25](=[O:29])[C:23]=5[N:24]=4)[C:15](=[O:30])[CH2:14]3)(=[O:12])=[O:11])[S:7][C:6]=2[CH:31]=1.S(=O)(=O)(O)O.[N-:37]=[N+]=[N-].[Na+].C([O-])([O-])=O.[K+].[K+]. Product: [Cl:1][C:2]1[CH:3]=[CH:4][C:5]2[CH:9]=[C:8]([S:10]([N:13]3[CH2:18][CH2:17][N:16]([CH2:19][C:20]4[S:21][C:22]5[CH2:28][CH2:27][CH2:26][NH:37][C:25](=[O:29])[C:23]=5[N:24]=4)[C:15](=[O:30])[CH2:14]3)(=[O:11])=[O:12])[S:7][C:6]=2[CH:31]=1. The catalyst class is: 373. (4) Reactant: C(O)(C(F)(F)F)=O.C(OC([NH:15][C:16]1[CH:21]=[CH:20][C:19]([C:22]2[CH2:26][N:25](C(OC(C)(C)C)=O)[C:24](=[O:34])[CH:23]=2)=[CH:18][C:17]=1[O:35][CH3:36])=O)(C)(C)C. Product: [NH2:15][C:16]1[CH:21]=[CH:20][C:19]([C:22]2[CH2:26][NH:25][C:24](=[O:34])[CH:23]=2)=[CH:18][C:17]=1[O:35][CH3:36]. The catalyst class is: 4. (5) The catalyst class is: 1. Product: [C:58]([C:56]1[CH:57]=[C:49]([NH:48][C:39]([NH:38][C:31]2[C:32]3[C:37](=[CH:36][CH:35]=[CH:34][CH:33]=3)[C:28]([O:27][C:25]3[CH:24]=[CH:23][N:22]=[C:21]([NH:20][C:5]4[CH:6]=[C:7]([O:9][CH2:10][CH2:11][O:12][CH2:13][CH2:14][O:15][CH2:16][CH2:17][O:18][CH3:19])[CH:8]=[C:3]([O:2][CH3:1])[CH:4]=4)[N:26]=3)=[CH:29][CH:30]=2)=[O:47])[C:50]([O:62][CH3:63])=[C:51]([CH:55]=1)[C:52]([NH2:54])=[O:53])([CH3:61])([CH3:59])[CH3:60]. Reactant: [CH3:1][O:2][C:3]1[CH:4]=[C:5]([NH:20][C:21]2[N:26]=[C:25]([O:27][C:28]3[C:37]4[C:32](=[CH:33][CH:34]=[CH:35][CH:36]=4)[C:31]([NH:38][C:39](=[O:47])OC4C=CC=CC=4)=[CH:30][CH:29]=3)[CH:24]=[CH:23][N:22]=2)[CH:6]=[C:7]([O:9][CH2:10][CH2:11][O:12][CH2:13][CH2:14][O:15][CH2:16][CH2:17][O:18][CH3:19])[CH:8]=1.[NH2:48][C:49]1[C:50]([O:62][CH3:63])=[C:51]([CH:55]=[C:56]([C:58]([CH3:61])([CH3:60])[CH3:59])[CH:57]=1)[C:52]([NH2:54])=[O:53].